The task is: Predict the reactants needed to synthesize the given product.. This data is from Full USPTO retrosynthesis dataset with 1.9M reactions from patents (1976-2016). Given the product [ClH:1].[NH2:23][CH:21]([C:6]1[C:7](=[O:20])[NH:8][C:9]2[C:4]([CH:5]=1)=[CH:3][C:2]([Cl:1])=[C:11]([O:12][CH2:13][C:14]1[CH:19]=[CH:18][CH:17]=[CH:16][N:15]=1)[CH:10]=2)[CH3:22], predict the reactants needed to synthesize it. The reactants are: [Cl:1][C:2]1[CH:3]=[C:4]2[C:9](=[CH:10][C:11]=1[O:12][CH2:13][C:14]1[CH:19]=[CH:18][CH:17]=[CH:16][N:15]=1)[NH:8][C:7](=[O:20])[C:6]([CH:21]([NH:23]S(C(C)(C)C)=O)[CH3:22])=[CH:5]2.Cl.